Dataset: Reaction yield outcomes from USPTO patents with 853,638 reactions. Task: Predict the reaction yield, written as a fraction of the theoretical maximum amount of product (1.0 means a 100% yield; for example, 0.34 means a 34% yield). The reactants are ClC1N=C(C2SC(C(C)C)=NC=2C2C=C(C=CC=2)N)C=CN=1.C(OC(=O)[NH:28][C:29]1[CH:34]=[C:33]([C:35]2[N:36]=[C:37]([CH:47]([CH3:49])[CH3:48])[S:38][C:39]=2[C:40]2[CH:45]=[CH:44][N:43]=[C:42]([Cl:46])[N:41]=2)[CH:32]=[CH:31][C:30]=1[F:50])C=C. No catalyst specified. The product is [Cl:46][C:42]1[N:41]=[C:40]([C:39]2[S:38][C:37]([CH:47]([CH3:49])[CH3:48])=[N:36][C:35]=2[C:33]2[CH:32]=[CH:31][C:30]([F:50])=[C:29]([CH:34]=2)[NH2:28])[CH:45]=[CH:44][N:43]=1. The yield is 0.920.